This data is from TCR-epitope binding with 47,182 pairs between 192 epitopes and 23,139 TCRs. The task is: Binary Classification. Given a T-cell receptor sequence (or CDR3 region) and an epitope sequence, predict whether binding occurs between them. (1) The TCR CDR3 sequence is CASSQELAGPYNEQFF. The epitope is YFPLQSYGF. Result: 1 (the TCR binds to the epitope). (2) The epitope is FLRGRAYGL. The TCR CDR3 sequence is CASSSDPPSSYNSPLHF. Result: 0 (the TCR does not bind to the epitope). (3) The epitope is KLSYGIATV. The TCR CDR3 sequence is CASSQEGELRGQPQHF. Result: 1 (the TCR binds to the epitope). (4) The epitope is QECVRGTTVL. The TCR CDR3 sequence is CASSWGGLNEQFF. Result: 1 (the TCR binds to the epitope). (5) The epitope is KAFSPEVIPMF. The TCR CDR3 sequence is CSARDIAGGTYNEQFF. Result: 0 (the TCR does not bind to the epitope). (6) The epitope is KRWIIMGLNK. The TCR CDR3 sequence is CSARGRERFYEQYF. Result: 1 (the TCR binds to the epitope). (7) Result: 0 (the TCR does not bind to the epitope). The TCR CDR3 sequence is CASSPGTSGRIDEQFF. The epitope is VVYRGTTTY. (8) The epitope is KPLEFGATSAAL. The TCR CDR3 sequence is CASSSLAGGPNEQFF. Result: 0 (the TCR does not bind to the epitope). (9) The epitope is GTSGSPIINR. The TCR CDR3 sequence is CASSGGDVREEQYF. Result: 1 (the TCR binds to the epitope).